Dataset: Forward reaction prediction with 1.9M reactions from USPTO patents (1976-2016). Task: Predict the product of the given reaction. (1) Given the reactants [CH2:1](O)[CH2:2][CH2:3][CH2:4][CH2:5][CH2:6][CH2:7][CH2:8][CH2:9][CH2:10][CH2:11][CH2:12][CH2:13][CH3:14].[ClH:16], predict the reaction product. The product is: [CH2:1]([Cl:16])[CH2:2][CH2:3][CH2:4][CH2:5][CH2:6][CH2:7][CH2:8][CH2:9][CH2:10][CH2:11][CH2:12][CH2:13][CH3:14]. (2) The product is: [C:25]1([C:11]2[CH:10]=[C:9]([CH:4]([CH2:3][OH:2])[CH2:5][OH:6])[CH:14]=[CH:13][C:12]=2[NH:15][C:16]([C:18]2[NH:19][CH:20]=[C:21]([C:23]#[N:24])[N:22]=2)=[O:17])[CH2:30][CH2:29][CH2:28][CH2:27][CH:26]=1. Given the reactants C[O:2][C:3](=O)[CH:4]([C:9]1[CH:14]=[CH:13][C:12]([NH:15][C:16]([C:18]2[NH:19][CH:20]=[C:21]([C:23]#[N:24])[N:22]=2)=[O:17])=[C:11]([C:25]2[CH2:30][CH2:29][CH2:28][CH2:27][CH:26]=2)[CH:10]=1)[C:5](OC)=[O:6].[BH4-].[Na+].CO.C(O)(=O)CC(CC(O)=O)(C(O)=O)O, predict the reaction product. (3) The product is: [OH:10][CH:8]1[CH2:7][CH2:6][CH:5]([C:11]([O:13][CH3:14])=[O:12])[C:4]([CH3:15])([CH3:3])[CH2:9]1. Given the reactants [BH4-].[Na+].[CH3:3][C:4]1([CH3:15])[CH2:9][C:8](=[O:10])[CH2:7][CH2:6][CH:5]1[C:11]([O:13][CH3:14])=[O:12].Cl, predict the reaction product. (4) Given the reactants [CH:1]1([O:4][C:5]2[CH:12]=[CH:11][C:8]([CH:9]=O)=[CH:7][CH:6]=2)[CH2:3][CH2:2]1.[NH2:13][C:14]1[N:15]=[N:16][C:17]([CH3:20])=[CH:18][CH:19]=1.C([O:23][C:24](=O)[C:25]([OH:38])=[CH:26][C:27]([C:29]1[CH:34]=[CH:33][C:32]([CH:35]([CH3:37])[CH3:36])=[CH:31][CH:30]=1)=[O:28])C, predict the reaction product. The product is: [CH:1]1([O:4][C:5]2[CH:12]=[CH:11][C:8]([CH:9]3[N:13]([C:14]4[N:15]=[N:16][C:17]([CH3:20])=[CH:18][CH:19]=4)[C:24](=[O:23])[C:25]([OH:38])=[C:26]3[C:27](=[O:28])[C:29]3[CH:30]=[CH:31][C:32]([CH:35]([CH3:36])[CH3:37])=[CH:33][CH:34]=3)=[CH:7][CH:6]=2)[CH2:3][CH2:2]1. (5) Given the reactants [C:9](O[C:9]([O:11][C:12]([CH3:15])([CH3:14])[CH3:13])=[O:10])([O:11][C:12]([CH3:15])([CH3:14])[CH3:13])=[O:10].[Br:16][C:17]1[CH:43]=[C:42]([Cl:44])[CH:41]=[CH:40][C:18]=1[O:19][CH2:20][CH2:21][NH:22][CH2:23][CH2:24][NH:25][S:26]([C:29]1[C:30]2[CH:31]=[CH:32][N:33]=[C:34]([OH:39])[C:35]=2[CH:36]=[CH:37][CH:38]=1)(=[O:28])=[O:27].CO, predict the reaction product. The product is: [C:12]([O:11][C:9](=[O:10])[N:22]([CH2:21][CH2:20][O:19][C:18]1[CH:40]=[CH:41][C:42]([Cl:44])=[CH:43][C:17]=1[Br:16])[CH2:23][CH2:24][NH:25][S:26]([C:29]1[C:30]2[CH:31]=[CH:32][N:33]=[C:34]([OH:39])[C:35]=2[CH:36]=[CH:37][CH:38]=1)(=[O:28])=[O:27])([CH3:13])([CH3:14])[CH3:15]. (6) The product is: [CH:1]1([CH2:4][N:5]([C:17]2[CH:18]=[C:19]3[C:29]4[CH:23]([CH2:22][CH2:21][CH2:20]3)[CH2:24][CH2:25][CH2:26][C:27]=4[CH:28]=2)[C:6]2[CH:7]=[CH:8][C:9]([C:10]([OH:12])=[O:11])=[CH:15][CH:16]=2)[CH2:3][CH2:2]1. Given the reactants [CH:1]1([CH2:4][N:5]([C:17]2[CH:28]=[C:27]3[C:29]4[CH:23]([CH2:24][CH2:25][CH2:26]3)[CH2:22][CH2:21][CH2:20][C:19]=4[CH:18]=2)[C:6]2[CH:16]=[CH:15][C:9]([C:10]([O:12]CC)=[O:11])=[CH:8][CH:7]=2)[CH2:3][CH2:2]1.[OH-].[Na+].Cl, predict the reaction product. (7) Given the reactants Cl.[NH2:2][CH2:3][C:4]1[N:9]=[N:8][C:7]([C:10]([O:12][CH3:13])=[O:11])=[CH:6][CH:5]=1.C(N(CC)CC)C.[F:21][C:22]1[CH:27]=[CH:26][C:25]([S:28](Cl)(=[O:30])=[O:29])=[CH:24][C:23]=1[Cl:32], predict the reaction product. The product is: [Cl:32][C:23]1[CH:24]=[C:25]([S:28]([NH:2][CH2:3][C:4]2[N:9]=[N:8][C:7]([C:10]([O:12][CH3:13])=[O:11])=[CH:6][CH:5]=2)(=[O:29])=[O:30])[CH:26]=[CH:27][C:22]=1[F:21].